Dataset: Forward reaction prediction with 1.9M reactions from USPTO patents (1976-2016). Task: Predict the product of the given reaction. Given the reactants C(OC(=O)[NH:7][C@H:8]1[CH2:13][CH2:12][C@H:11]([NH:14][C:15]2[N:24]=[CH:23][C:22]3[C:17](=[CH:18][C:19]([C:25]([NH:27][CH2:28][C:29]4[CH:34]=[CH:33][CH:32]=[CH:31][CH:30]=4)=[O:26])=[CH:20][CH:21]=3)[N:16]=2)[CH2:10][CH2:9]1)(C)(C)C.C(O)(C(F)(F)F)=O, predict the reaction product. The product is: [NH2:7][C@H:8]1[CH2:9][CH2:10][C@H:11]([NH:14][C:15]2[N:24]=[CH:23][C:22]3[C:17](=[CH:18][C:19]([C:25]([NH:27][CH2:28][C:29]4[CH:30]=[CH:31][CH:32]=[CH:33][CH:34]=4)=[O:26])=[CH:20][CH:21]=3)[N:16]=2)[CH2:12][CH2:13]1.